From a dataset of Reaction yield outcomes from USPTO patents with 853,638 reactions. Predict the reaction yield, written as a fraction of the theoretical maximum amount of product (1.0 means a 100% yield; for example, 0.34 means a 34% yield). (1) The reactants are I[C:2]1[CH:7]=[CH:6][C:5]([CH2:8][CH2:9][CH2:10][C:11]([OH:13])=[O:12])=[CH:4][CH:3]=1.[C:14]([Zn]C#N)#[N:15]. The catalyst is CN(C=O)C.C1C=CC([P]([Pd]([P](C2C=CC=CC=2)(C2C=CC=CC=2)C2C=CC=CC=2)([P](C2C=CC=CC=2)(C2C=CC=CC=2)C2C=CC=CC=2)[P](C2C=CC=CC=2)(C2C=CC=CC=2)C2C=CC=CC=2)(C2C=CC=CC=2)C2C=CC=CC=2)=CC=1. The product is [C:14]([C:2]1[CH:7]=[CH:6][C:5]([CH2:8][CH2:9][CH2:10][C:11]([OH:13])=[O:12])=[CH:4][CH:3]=1)#[N:15]. The yield is 0.830. (2) The reactants are [O:1]1[CH:5]=[CH:4][CH:3]=[C:2]1[CH:6]=O.[C:8]([O:12][C:13]([N:15]1[CH2:20][CH2:19][CH:18]([NH2:21])[CH2:17][CH2:16]1)=[O:14])([CH3:11])([CH3:10])[CH3:9].C(N(CC)CC)C.C([BH3-])#N.[Na+].[OH-].[Na+]. The catalyst is ClCCl.CO. The product is [C:8]([O:12][C:13]([N:15]1[CH2:20][CH2:19][CH:18]([NH:21][CH2:6][C:2]2[O:1][CH:5]=[CH:4][CH:3]=2)[CH2:17][CH2:16]1)=[O:14])([CH3:11])([CH3:9])[CH3:10]. The yield is 0.560. (3) The reactants are S(=O)(=O)(O)O.[CH3:6][C:7]1[N:12]=[C:11]([C:13]([OH:15])=[O:14])[CH:10]=[CH:9][CH:8]=1.[CH3:16]O. No catalyst specified. The product is [CH3:16][O:14][C:13]([C:11]1[CH:10]=[CH:9][CH:8]=[C:7]([CH3:6])[N:12]=1)=[O:15]. The yield is 0.460. (4) The reactants are Br[C:2]1[CH:3]=[CH:4][C:5]2[O:9][C:8]3[CH:10]=[CH:11][C:12]([N:14]4[C:26]5[CH:25]=[CH:24][CH:23]=[CH:22][C:21]=5[C:20]5[C:15]4=[CH:16][CH:17]=[CH:18][CH:19]=5)=[CH:13][C:7]=3[C:6]=2[CH:27]=1.[C:28]([Cu])#[N:29]. The catalyst is CN(C=O)C. The product is [CH:25]1[C:26]2[N:14]([C:12]3[CH:11]=[CH:10][C:8]4[O:9][C:5]5[CH:4]=[CH:3][C:2]([C:28]#[N:29])=[CH:27][C:6]=5[C:7]=4[CH:13]=3)[C:15]3[C:20](=[CH:19][CH:18]=[CH:17][CH:16]=3)[C:21]=2[CH:22]=[CH:23][CH:24]=1. The yield is 0.617. (5) The reactants are [Cl:1][C:2]1[N:10]([CH2:11][CH:12]=[CH2:13])[C:9]2[C:8](=[O:14])[NH:7][C:6](=[O:15])[NH:5][C:4]=2[N:3]=1.C(=O)([O-])[O-].[Na+].[Na+].CS(O[CH2:27][CH2:28][CH:29]1[CH2:31][CH2:30]1)(=O)=O. The catalyst is CN(C)C=O. The product is [Cl:1][C:2]1[N:10]([CH2:11][CH:12]=[CH2:13])[C:9]2[C:8](=[O:14])[NH:7][C:6](=[O:15])[N:5]([CH2:27][CH2:28][CH:29]3[CH2:31][CH2:30]3)[C:4]=2[N:3]=1. The yield is 0.490. (6) The reactants are [CH3:1][N:2]1[C:6]([C:7]2[C:16]3[C:11](=[CH:12][CH:13]=[CH:14][CH:15]=3)[C:10]([N:17]3[CH2:22][CH2:21][CH:20]([NH2:23])[CH2:19][CH2:18]3)=[N:9][N:8]=2)=[CH:5][CH:4]=[N:3]1.[F:24][C:25]1[CH:32]=[CH:31][C:28]([CH:29]=O)=[C:27]([C:33]([F:36])([F:35])[F:34])[CH:26]=1. The catalyst is [Pd].CO. The product is [F:24][C:25]1[CH:32]=[CH:31][C:28]([CH2:29][NH:23][CH:20]2[CH2:21][CH2:22][N:17]([C:10]3[C:11]4[C:16](=[CH:15][CH:14]=[CH:13][CH:12]=4)[C:7]([C:6]4[N:2]([CH3:1])[N:3]=[CH:4][CH:5]=4)=[N:8][N:9]=3)[CH2:18][CH2:19]2)=[C:27]([C:33]([F:34])([F:35])[F:36])[CH:26]=1. The yield is 0.280. (7) The reactants are [Cl:1][C:2]1[CH:3]=[C:4]2[C:12](=[C:13]([NH:15][C:16]([C@H:18]3[N:23]([CH2:24][C:25]([OH:27])=O)[CH2:22][C:21]([CH3:29])([CH3:28])[O:20][CH2:19]3)=[O:17])[CH:14]=1)[NH:11][C:10]1[CH:9]=[N:8][CH:7]=[CH:6][C:5]2=1.[NH2:30][CH2:31][C:32]1[CH:37]=[CH:36][N:35]=[CH:34][CH:33]=1. No catalyst specified. The yield is 0.530. The product is [Cl:1][C:2]1[CH:3]=[C:4]2[C:12](=[C:13]([NH:15][C:16]([C@@H:18]3[CH2:19][O:20][C:21]([CH3:28])([CH3:29])[CH2:22][N:23]3[CH2:24][C:25](=[O:27])[NH:30][CH2:31][C:32]3[CH:37]=[CH:36][N:35]=[CH:34][CH:33]=3)=[O:17])[CH:14]=1)[NH:11][C:10]1[CH:9]=[N:8][CH:7]=[CH:6][C:5]2=1.